The task is: Predict the product of the given reaction.. This data is from Forward reaction prediction with 1.9M reactions from USPTO patents (1976-2016). (1) Given the reactants Cl.[NH2:2][CH:3]1[CH2:8][CH2:7][N:6]([CH2:9][C@@H:10]([C:12]2[C:13]([CH3:22])=[C:14]3[C:18](=[CH:19][CH:20]=2)[C:17](=[O:21])[O:16][CH2:15]3)[OH:11])[CH2:5][CH2:4]1.[C:23]([C:25]1[CH:26]=[CH:27][C:28](F)=[N:29][CH:30]=1)#[N:24].CCN(C(C)C)C(C)C, predict the reaction product. The product is: [OH:11][C@H:10]([C:12]1[C:13]([CH3:22])=[C:14]2[C:18](=[CH:19][CH:20]=1)[C:17](=[O:21])[O:16][CH2:15]2)[CH2:9][N:6]1[CH2:7][CH2:8][CH:3]([NH:2][C:28]2[CH:27]=[CH:26][C:25]([C:23]#[N:24])=[CH:30][N:29]=2)[CH2:4][CH2:5]1. (2) Given the reactants [N+:1]([C:4]1[CH:5]=[C:6]([CH:20]=[CH:21][CH:22]=1)[C:7]([NH:9][C:10]1[CH:19]=[CH:18][CH:17]=[CH:16][C:11]=1[C:12]([O:14][CH3:15])=[O:13])=[O:8])([O-])=O, predict the reaction product. The product is: [NH2:1][C:4]1[CH:5]=[C:6]([CH:20]=[CH:21][CH:22]=1)[C:7]([NH:9][C:10]1[CH:19]=[CH:18][CH:17]=[CH:16][C:11]=1[C:12]([O:14][CH3:15])=[O:13])=[O:8]. (3) Given the reactants [CH3:1][N:2]1[C:11]2[C:6](=[CH:7][C:8]([C:18]([F:21])([F:20])[F:19])=[C:9]([C:12]3[CH:13]=[N:14][N:15]([CH3:17])[CH:16]=3)[CH:10]=2)[N:5]([C:22]2[C:26]3[CH2:27][N:28](C(OC(C)(C)C)=O)[CH2:29][CH2:30][C:25]=3[N:24]([CH:38]3[CH2:43][CH2:42][O:41][CH2:40][CH2:39]3)[N:23]=2)[CH2:4][CH2:3]1.FC(F)(F)C(O)=O, predict the reaction product. The product is: [CH3:1][N:2]1[C:11]2[C:6](=[CH:7][C:8]([C:18]([F:19])([F:21])[F:20])=[C:9]([C:12]3[CH:13]=[N:14][N:15]([CH3:17])[CH:16]=3)[CH:10]=2)[N:5]([C:22]2[C:26]3[CH2:27][NH:28][CH2:29][CH2:30][C:25]=3[N:24]([CH:38]3[CH2:43][CH2:42][O:41][CH2:40][CH2:39]3)[N:23]=2)[CH2:4][CH2:3]1. (4) Given the reactants [CH3:1][O:2][C:3]([C:5]1[CH:6]=[C:7]2[CH:13]=[CH:12][N:11](S(C3C=CC(C)=CC=3)(=O)=O)[C:8]2=[N:9][CH:10]=1)=[O:4].C[O-].[Na+], predict the reaction product. The product is: [CH3:1][O:2][C:3]([C:5]1[CH:6]=[C:7]2[CH:13]=[CH:12][NH:11][C:8]2=[N:9][CH:10]=1)=[O:4].